Dataset: Full USPTO retrosynthesis dataset with 1.9M reactions from patents (1976-2016). Task: Predict the reactants needed to synthesize the given product. (1) Given the product [Br:10][C:11]1[N:12]=[C:13]([S:4][CH:1]([CH3:2])[CH3:5])[N:14]2[CH:19]=[CH:18][N:17]=[C:16]([NH2:20])[C:15]=12, predict the reactants needed to synthesize it. The reactants are: [CH2:1]([SH:4])[CH2:2]C.[CH3:5]N(C=O)C.[Br:10][C:11]1[N:12]=[C:13](Br)[N:14]2[CH:19]=[CH:18][N:17]=[C:16]([NH2:20])[C:15]=12. (2) Given the product [CH2:1]([O:8][C:9](=[O:34])[NH:10][CH2:11][CH:12]1[CH2:17][CH2:16][CH2:15][CH:14]([N:18]2[C:27]3[C:22](=[C:23]([Cl:28])[CH:24]=[CH:25][CH:26]=3)[C:21]([NH2:29])=[C:20]([C:31](=[O:30])[CH3:32])[C:19]2=[O:33])[CH2:13]1)[C:2]1[CH:7]=[CH:6][CH:5]=[CH:4][CH:3]=1, predict the reactants needed to synthesize it. The reactants are: [CH2:1]([O:8][C:9](=[O:34])[NH:10][CH2:11][CH:12]1[CH2:17][CH2:16][CH2:15][CH:14]([N:18]2[C:27]3[CH:26]=[CH:25][CH:24]=[C:23]([Cl:28])[C:22]=3[C:21]3=[N:29][O:30][C:31]([CH3:32])=[C:20]3[C:19]2=[O:33])[CH2:13]1)[C:2]1[CH:7]=[CH:6][CH:5]=[CH:4][CH:3]=1. (3) Given the product [Cl:21][C:18]1[CH:19]=[CH:20][C:15]([CH2:14][O:13][C@@H:10]2[CH2:11][CH2:12][NH:8][CH2:9]2)=[CH:16][CH:17]=1, predict the reactants needed to synthesize it. The reactants are: C(OC([N:8]1[CH2:12][CH2:11][C@@H:10]([O:13][CH2:14][C:15]2[CH:20]=[CH:19][C:18]([Cl:21])=[CH:17][CH:16]=2)[CH2:9]1)=O)(C)(C)C.FC(F)(F)C(O)=O. (4) Given the product [S:1]1[CH:5]=[CH:4][C:3]2[C:6]([NH:10][S:18]([CH3:17])(=[O:20])=[O:19])=[CH:7][CH:8]=[CH:9][C:2]1=2, predict the reactants needed to synthesize it. The reactants are: [S:1]1[CH:5]=[CH:4][C:3]2[C:6]([NH2:10])=[CH:7][CH:8]=[CH:9][C:2]1=2.N1C=CC=CC=1.[CH3:17][S:18](Cl)(=[O:20])=[O:19]. (5) Given the product [O:1]1[C:6]2[CH:7]=[CH:8][C:9]([N:11]3[CH:27]=[C:28]([C:29]([O:31][CH2:32][CH3:33])=[O:30])[N:13]=[C:12]3[C:14]3[CH:19]=[CH:18][C:17]([F:20])=[CH:16][CH:15]=3)=[CH:10][C:5]=2[O:4][CH2:3][CH2:2]1, predict the reactants needed to synthesize it. The reactants are: [O:1]1[C:6]2[CH:7]=[CH:8][C:9]([NH:11][C:12]([C:14]3[CH:19]=[CH:18][C:17]([F:20])=[CH:16][CH:15]=3)=[NH:13])=[CH:10][C:5]=2[O:4][CH2:3][CH2:2]1.C(=O)(O)[O-].[Na+].Br[CH2:27][C:28](=O)[C:29]([O:31][CH2:32][CH3:33])=[O:30]. (6) Given the product [N:16]1[CH:21]=[CH:20][C:19]([C:22]2[N:8]=[C:7]3[CH2:6][CH2:5][CH2:4][CH2:3][CH2:2][N:1]3[C:24](=[O:25])[CH:23]=2)=[N:18][CH:17]=1, predict the reactants needed to synthesize it. The reactants are: [N:1]1[CH2:2][CH:3]=[CH:4][CH:5]=[CH:6][C:7]=1[NH2:8].Cl.C(=O)([O-])[O-].[K+].[K+].[N:16]1[CH:21]=[CH:20][C:19]([C:22](=O)[CH2:23][C:24](OCC)=[O:25])=[N:18][CH:17]=1. (7) Given the product [C:3]([OH:5])([C:2]([F:7])([F:6])[F:1])=[O:4].[CH3:8][O:9][CH2:10][CH2:11][O:12][CH2:13][CH2:14][O:15][CH2:16][CH2:17][O:18][CH2:19][CH2:20][O:21][CH2:22][CH2:23][O:24][CH2:25][CH2:26][O:27][CH2:28][CH2:29][N:30]([CH3:46])[C:31]([C@H:33]1[CH2:38][CH2:37][CH2:36][NH:35][CH2:34]1)=[O:32], predict the reactants needed to synthesize it. The reactants are: [F:1][C:2]([F:7])([F:6])[C:3]([OH:5])=[O:4].[CH3:8][O:9][CH2:10][CH2:11][O:12][CH2:13][CH2:14][O:15][CH2:16][CH2:17][O:18][CH2:19][CH2:20][O:21][CH2:22][CH2:23][O:24][CH2:25][CH2:26][O:27][CH2:28][CH2:29][N:30]([CH3:46])[C:31]([C@H:33]1[CH2:38][CH2:37][CH2:36][N:35](C(OC(C)(C)C)=O)[CH2:34]1)=[O:32].